This data is from Catalyst prediction with 721,799 reactions and 888 catalyst types from USPTO. The task is: Predict which catalyst facilitates the given reaction. Reactant: [CH2:1]([O:4][C:5]1([CH3:46])[CH2:10][CH2:9][N:8]([C:11]2[C:12]3[N:13]([N:28]=[C:29]([C:31]4[CH:32]=[C:33]([C:37]5[CH:42]=[C:41]([C:43]#[N:44])[CH:40]=[CH:39][C:38]=5[OH:45])[CH:34]=[CH:35][CH:36]=4)[CH:30]=3)[CH:14]=[C:15]([CH3:27])[C:16]=2[C@H:17]([O:22][C:23]([CH3:26])([CH3:25])[CH3:24])[C:18]([O:20][CH3:21])=[O:19])[CH2:7][CH2:6]1)[CH:2]=[CH2:3].[CH3:47][C@@H:48](O)[CH2:49][CH:50]=[CH2:51].C1C=CC(P(C2C=CC=CC=2)C2C=CC=CC=2)=CC=1.CCOC(/N=N/C(OCC)=O)=O. Product: [CH2:1]([O:4][C:5]1([CH3:46])[CH2:10][CH2:9][N:8]([C:11]2[C:12]3[N:13]([N:28]=[C:29]([C:31]4[CH:32]=[C:33]([C:37]5[CH:42]=[C:41]([C:43]#[N:44])[CH:40]=[CH:39][C:38]=5[O:45][C@H:50]([CH2:49][CH:48]=[CH2:47])[CH3:51])[CH:34]=[CH:35][CH:36]=4)[CH:30]=3)[CH:14]=[C:15]([CH3:27])[C:16]=2[C@H:17]([O:22][C:23]([CH3:25])([CH3:24])[CH3:26])[C:18]([O:20][CH3:21])=[O:19])[CH2:7][CH2:6]1)[CH:2]=[CH2:3]. The catalyst class is: 20.